Dataset: Reaction yield outcomes from USPTO patents with 853,638 reactions. Task: Predict the reaction yield, written as a fraction of the theoretical maximum amount of product (1.0 means a 100% yield; for example, 0.34 means a 34% yield). (1) The reactants are C(OP([CH2:9][C:10]#[N:11])(=O)OCC)C.C[Si]([N-][Si](C)(C)C)(C)C.[Li+].[CH2:22]([O:24][C:25]1[CH:26]=[C:27]([C:33]([C:35]2[CH:40]=[CH:39][C:38]([O:41][CH3:42])=[C:37]([OH:43])[CH:36]=2)=O)[CH:28]=[CH:29][C:30]=1[O:31][CH3:32])[CH3:23].O. The catalyst is C1COCC1. The product is [CH2:22]([O:24][C:25]1[CH:26]=[C:27](/[C:33](/[C:35]2[CH:40]=[CH:39][C:38]([O:41][CH3:42])=[C:37]([OH:43])[CH:36]=2)=[CH:9]\[C:10]#[N:11])[CH:28]=[CH:29][C:30]=1[O:31][CH3:32])[CH3:23]. The yield is 0.940. (2) The reactants are I[CH2:2][CH2:3][CH2:4][O:5][C:6]1[CH:13]=[CH:12][C:9]([CH:10]=[O:11])=[C:8]([CH3:14])[CH:7]=1.BrCCC[Cl:19].CC1C=C(O)C=CC=1C=O.C([O-])([O-])=O.[K+].[K+]. The catalyst is C(#N)C. The product is [Cl:19][CH2:2][CH2:3][CH2:4][O:5][C:6]1[CH:13]=[CH:12][C:9]([CH:10]=[O:11])=[C:8]([CH3:14])[CH:7]=1. The yield is 0.820. (3) The reactants are [Cl:1][C:2]1[N:11]=[C:10](Cl)[C:9]2[C:4](=[CH:5][CH:6]=[CH:7][CH:8]=2)[N:3]=1.[NH3:13]. The catalyst is C1COCC1.CCOC(C)=O. The product is [Cl:1][C:2]1[N:11]=[C:10]([NH2:13])[C:9]2[C:4](=[CH:5][CH:6]=[CH:7][CH:8]=2)[N:3]=1. The yield is 0.720. (4) The reactants are [N+:1]([C:4]1[CH:9]=[CH:8][C:7]([C:10]2[S:11][C:12]3[CH:17]=[CH:16][N:15]=[CH:14][C:13]=3[N:18]=2)=[CH:6][CH:5]=1)([O-])=O.[NH4+].[Cl-]. The catalyst is CO.O.[Fe]. The product is [S:11]1[C:12]2[CH:17]=[CH:16][N:15]=[CH:14][C:13]=2[N:18]=[C:10]1[C:7]1[CH:6]=[CH:5][C:4]([NH2:1])=[CH:9][CH:8]=1. The yield is 0.600. (5) The reactants are [O:1]1[CH2:6][CH2:5][CH:4]([C:7]([NH2:9])=O)[CH2:3][CH2:2]1.COC1C=CC(P2(SP(C3C=CC(OC)=CC=3)(=S)S2)=[S:19])=CC=1.C([O-])(O)=O.[Na+]. The catalyst is C1COCC1. The product is [O:1]1[CH2:6][CH2:5][CH:4]([C:7](=[S:19])[NH2:9])[CH2:3][CH2:2]1. The yield is 0.438. (6) The product is [Cl:35][C:32]1[CH:33]=[CH:34][C:29]([C:26]2[S:27][CH:28]=[C:24]([CH2:23][S:22][C:4]3[C:5]([C:20]#[N:21])=[C:6]([C:10]4[CH:11]=[CH:12][C:13]([O:16][CH2:17][CH2:18][OH:19])=[CH:14][CH:15]=4)[C:7]([C:8]#[N:9])=[C:2]([NH:40][CH2:39][CH2:38][F:37])[N:3]=3)[N:25]=2)=[CH:30][CH:31]=1. The yield is 0.530. The reactants are Cl[C:2]1[C:7]([C:8]#[N:9])=[C:6]([C:10]2[CH:15]=[CH:14][C:13]([O:16][CH2:17][CH2:18][OH:19])=[CH:12][CH:11]=2)[C:5]([C:20]#[N:21])=[C:4]([S:22][CH2:23][C:24]2[N:25]=[C:26]([C:29]3[CH:34]=[CH:33][C:32]([Cl:35])=[CH:31][CH:30]=3)[S:27][CH:28]=2)[N:3]=1.Cl.[F:37][CH2:38][CH2:39][NH2:40].C(N(CC)C(C)C)(C)C. The catalyst is O1CCCC1. (7) The reactants are [CH3:1][C:2]1([CH3:9])[O:6][CH:5]([CH2:7][OH:8])[CH2:4][O:3]1.C([O-])([O-])=[O:11].[K+].[K+].C1(N(Cl)C(=O)N(Cl)C(=O)N1Cl)=O. The catalyst is CC#N.O.CCCC[N+](CCCC)(CCCC)CCCC.[Br-]. The product is [CH3:1][C:2]1([CH3:9])[O:6][CH:5]([C:7]([OH:11])=[O:8])[CH2:4][O:3]1. The yield is 0.750.